Dataset: Forward reaction prediction with 1.9M reactions from USPTO patents (1976-2016). Task: Predict the product of the given reaction. Given the reactants [Cl:1][C:2]1[CH:3]=[C:4]([C:16]([NH:18][C@H:19]([C:21]2[CH:29]=[CH:28][C:24]([C:25]([OH:27])=[O:26])=[CH:23][CH:22]=2)[CH3:20])=[O:17])[C:5](OC2C=CC=C(F)C=2)=[N:6][CH:7]=1.[Cl:30][C:31]1[C:32]([CH3:38])=[C:33]([OH:37])[CH:34]=[CH:35][CH:36]=1, predict the reaction product. The product is: [Cl:1][C:2]1[CH:3]=[C:4]([C:16]([NH:18][C@H:19]([C:21]2[CH:29]=[CH:28][C:24]([C:25]([OH:27])=[O:26])=[CH:23][CH:22]=2)[CH3:20])=[O:17])[C:5]([O:37][C:33]2[CH:34]=[CH:35][CH:36]=[C:31]([Cl:30])[C:32]=2[CH3:38])=[N:6][CH:7]=1.